The task is: Predict the product of the given reaction.. This data is from Forward reaction prediction with 1.9M reactions from USPTO patents (1976-2016). Given the reactants C([O:8][C:9](=[O:24])[C:10]1[CH:15]=[CH:14][C:13]([CH:16]([P:18]([O:22][CH3:23])([O:20][CH3:21])=[O:19])[F:17])=[CH:12][CH:11]=1)C1C=CC=CC=1, predict the reaction product. The product is: [CH3:21][O:20][P:18]([CH:16]([F:17])[C:13]1[CH:14]=[CH:15][C:10]([C:9]([OH:24])=[O:8])=[CH:11][CH:12]=1)([O:22][CH3:23])=[O:19].